This data is from TCR-epitope binding with 47,182 pairs between 192 epitopes and 23,139 TCRs. The task is: Binary Classification. Given a T-cell receptor sequence (or CDR3 region) and an epitope sequence, predict whether binding occurs between them. (1) The epitope is SEPVLKGVKL. The TCR CDR3 sequence is CASSVGTGDHQPQHF. Result: 0 (the TCR does not bind to the epitope). (2) The epitope is TPRVTGGGAM. The TCR CDR3 sequence is CASTTEGGLIHEKLFF. Result: 0 (the TCR does not bind to the epitope). (3) The epitope is FLNGSCGSV. The TCR CDR3 sequence is CASSQEYSGDGYTF. Result: 1 (the TCR binds to the epitope).